The task is: Predict the reactants needed to synthesize the given product.. This data is from Retrosynthesis with 50K atom-mapped reactions and 10 reaction types from USPTO. (1) Given the product CCCCCS(=O)(=O)NC(=O)/C=C/c1ccc(OCCCC#N)cc1Oc1ncc(C(F)(F)F)cc1Cl, predict the reactants needed to synthesize it. The reactants are: CCCCCS(N)(=O)=O.N#CCCCOc1ccc(/C=C/C(=O)O)c(Oc2ncc(C(F)(F)F)cc2Cl)c1. (2) The reactants are: CC1(C)OB(c2ccc(F)c(C(F)F)c2)OC1(C)C.Cc1c(-c2ccccn2)nc2cc(F)cc(F)c2c1Nc1cc(N2CCOCC2)ncc1I. Given the product Cc1c(-c2ccccn2)nc2cc(F)cc(F)c2c1Nc1cc(N2CCOCC2)ncc1-c1ccc(F)c(C(F)F)c1, predict the reactants needed to synthesize it. (3) Given the product CC(C)(C)OC(=O)N1CCN2C(=O)N(c3cccc(C(F)(F)F)c3)CC2C1, predict the reactants needed to synthesize it. The reactants are: CC(C)(C)OC(=O)N1CCN(C(=O)Nc2cccc(C(F)(F)F)c2)C(CO)C1. (4) Given the product COC(=O)c1cnc(NN)c([N+](=O)[O-])c1, predict the reactants needed to synthesize it. The reactants are: COC(=O)c1cnc(Cl)c([N+](=O)[O-])c1.NN. (5) Given the product COCCOCOc1c(CC=C(C)CCC(=O)O)c(OC)c(C)c2c1C(=O)OC2, predict the reactants needed to synthesize it. The reactants are: COCCOCOc1c(C/C=C(\C)CCC(=O)OC)c(OC)c(C)c2c1C(=O)OC2. (6) The reactants are: CN(C)CCCO.COC(=O)c1sc(-n2cnc3cc(OC)c(O)cc32)cc1OCc1ccccc1C(F)(F)F. Given the product COC(=O)c1sc(-n2cnc3cc(OC)c(OCCCN(C)C)cc32)cc1OCc1ccccc1C(F)(F)F, predict the reactants needed to synthesize it.